Dataset: Peptide-MHC class I binding affinity with 185,985 pairs from IEDB/IMGT. Task: Regression. Given a peptide amino acid sequence and an MHC pseudo amino acid sequence, predict their binding affinity value. This is MHC class I binding data. (1) The peptide sequence is AENLWVTVY. The MHC is HLA-A26:01 with pseudo-sequence HLA-A26:01. The binding affinity (normalized) is 0. (2) The peptide sequence is ASHFISNSW. The MHC is HLA-A01:01 with pseudo-sequence HLA-A01:01. The binding affinity (normalized) is 0.0847. (3) The peptide sequence is FSLTSSSKY. The MHC is HLA-B46:01 with pseudo-sequence HLA-B46:01. The binding affinity (normalized) is 0.0847. (4) The peptide sequence is ETTEANAGQ. The MHC is HLA-A25:01 with pseudo-sequence HLA-A25:01. The binding affinity (normalized) is 0.0847. (5) The peptide sequence is FPEHIFPAL. The MHC is HLA-A69:01 with pseudo-sequence HLA-A69:01. The binding affinity (normalized) is 0.283. (6) The peptide sequence is WKTWGKAKML. The binding affinity (normalized) is 0.238. The MHC is HLA-B08:01 with pseudo-sequence HLA-B08:01. (7) The peptide sequence is AEFTFQLNL. The MHC is HLA-B44:03 with pseudo-sequence HLA-B44:03. The binding affinity (normalized) is 0.637.